This data is from Catalyst prediction with 721,799 reactions and 888 catalyst types from USPTO. The task is: Predict which catalyst facilitates the given reaction. (1) Reactant: [NH2:1][C:2]1[CH:3]=[C:4]2[C:8](=[CH:9][CH:10]=1)[C:7](=[O:11])[CH2:6][CH2:5]2.[C:12](O[C:12]([O:13][CH2:14][CH3:15])=[O:16])(=[O:16])[O:13][CH2:14][CH3:15]. Product: [O:11]=[C:7]1[C:8]2[C:4](=[CH:3][C:2]([NH:1][C:12](=[O:16])[O:13][CH2:14][CH3:15])=[CH:10][CH:9]=2)[CH2:5][CH2:6]1. The catalyst class is: 8. (2) The catalyst class is: 127. Reactant: Br[C:2]1[CH:7]=[CH:6][N:5]=[C:4]([O:8][CH2:9][C:10]2[C:15]([F:16])=[CH:14][CH:13]=[CH:12][C:11]=2[F:17])[CH:3]=1.[CH:18]1(B2OC(C)(C)C(C)(C)O2)[CH2:20][CH2:19]1.C(=O)([O-])[O-].[Cs+].[Cs+]. Product: [CH:18]1([C:2]2[CH:7]=[CH:6][N:5]=[C:4]([O:8][CH2:9][C:10]3[C:15]([F:16])=[CH:14][CH:13]=[CH:12][C:11]=3[F:17])[CH:3]=2)[CH2:20][CH2:19]1. (3) Reactant: [Br:1][C:2]1[CH:7]=[C:6]([F:8])[CH:5]=[CH:4][C:3]=1[CH2:9][C:10](O)=[O:11].B.C1COCC1.Cl. Product: [Br:1][C:2]1[CH:7]=[C:6]([F:8])[CH:5]=[CH:4][C:3]=1[CH2:9][CH2:10][OH:11]. The catalyst class is: 1. (4) Reactant: [CH:1]1(/[C:4](/[C:19]2[CH:24]=[CH:23][CH:22]=[CH:21][CH:20]=2)=[C:5](/[C:9]2[CH:14]=[CH:13][C:12]([O:15][CH2:16][O:17][CH3:18])=[CH:11][CH:10]=2)\[C:6](O)=[O:7])[CH2:3][CH2:2]1.Cl.Cl.[CH3:27][N:28]([CH3:39])[CH2:29][CH2:30][O:31][C:32]1[CH:37]=[CH:36][C:35]([NH2:38])=[CH:34][CH:33]=1.C(N(CC)C(C)C)(C)C. Product: [CH3:27][N:28]([CH3:39])[CH2:29][CH2:30][O:31][C:32]1[CH:37]=[CH:36][C:35]([NH:38][C:6](=[O:7])/[C:5](/[C:9]2[CH:10]=[CH:11][C:12]([O:15][CH2:16][O:17][CH3:18])=[CH:13][CH:14]=2)=[C:4](\[CH:1]2[CH2:3][CH2:2]2)/[C:19]2[CH:24]=[CH:23][CH:22]=[CH:21][CH:20]=2)=[CH:34][CH:33]=1. The catalyst class is: 143. (5) Reactant: [Br:1][C:2]1[CH:7]=[CH:6][C:5]([C:8]2[CH:12]=[C:11]([CH3:13])[N:10]([C:14]3[C:15](=[O:39])[N:16]([CH:33]4[CH2:38][CH2:37][CH2:36][CH2:35][O:34]4)[N:17]=[CH:18][C:19]=3N3C(C)=CC(C4C=CC(Br)=CC=4)=N3)[N:9]=2)=[CH:4][CH:3]=1.[CH3:40][O-:41].[Na+]. Product: [Br:1][C:2]1[CH:7]=[CH:6][C:5]([C:8]2[CH:12]=[C:11]([CH3:13])[N:10]([C:14]3[C:15](=[O:39])[N:16]([CH:33]4[CH2:38][CH2:37][CH2:36][CH2:35][O:34]4)[N:17]=[CH:18][C:19]=3[O:41][CH3:40])[N:9]=2)=[CH:4][CH:3]=1. The catalyst class is: 5. (6) Reactant: [C:1]([O:5][C:6]([N:8]1[CH2:15][C@H:14]2[C@H:10]([C:11]([CH2:16]O)=[N:12][O:13]2)[CH2:9]1)=[O:7])([CH3:4])([CH3:3])[CH3:2].C1(P(C2C=CC=CC=2)C2C=CC=CC=2)C=CC=CC=1.[C:37]1(=[O:47])[NH:41][C:40](=[O:42])[C:39]2=[CH:43][CH:44]=[CH:45][CH:46]=[C:38]12.CC(OC(/N=N/C(OC(C)C)=O)=O)C. Product: [C:1]([O:5][C:6]([N:8]1[CH2:15][C@H:14]2[C@H:10]([C:11]([CH2:16][N:41]3[C:37](=[O:47])[C:38]4[C:39](=[CH:43][CH:44]=[CH:45][CH:46]=4)[C:40]3=[O:42])=[N:12][O:13]2)[CH2:9]1)=[O:7])([CH3:2])([CH3:3])[CH3:4]. The catalyst class is: 1.